Task: Predict which catalyst facilitates the given reaction.. Dataset: Catalyst prediction with 721,799 reactions and 888 catalyst types from USPTO The catalyst class is: 37. Reactant: [CH2:1](/[C:3](=[CH:9]/O)/[C:4](OCC)=[O:5])[CH3:2].C([O-])([O-])=O.[K+].[K+].[C:17](=[NH:40])([O:19][CH2:20][CH2:21][C:22]1[CH:27]=[CH:26][C:25]([O:28][C:29]2[CH:34]=[CH:33][C:32]([Cl:35])=[C:31]([C:36]([F:39])([F:38])[F:37])[CH:30]=2)=[CH:24][CH:23]=1)[NH2:18]. Product: [Cl:35][C:32]1[CH:33]=[CH:34][C:29]([O:28][C:25]2[CH:24]=[CH:23][C:22]([CH2:21][CH2:20][O:19][C:17]3[NH:18][CH:9]=[C:3]([CH2:1][CH3:2])[C:4](=[O:5])[N:40]=3)=[CH:27][CH:26]=2)=[CH:30][C:31]=1[C:36]([F:39])([F:38])[F:37].